Dataset: Retrosynthesis with 50K atom-mapped reactions and 10 reaction types from USPTO. Task: Predict the reactants needed to synthesize the given product. Given the product COC(=O)C(C)(C)NC(=O)c1ccc2ccccc2c1OCc1cnc(Cl)c(Cl)c1, predict the reactants needed to synthesize it. The reactants are: COC(=O)C(C)(C)NC(=O)c1ccc2ccccc2c1O.OCc1cnc(Cl)c(Cl)c1.